Dataset: Catalyst prediction with 721,799 reactions and 888 catalyst types from USPTO. Task: Predict which catalyst facilitates the given reaction. (1) Reactant: [CH2:1]([O:8][C:9]1[CH:10]=[C:11]2[C:16](=[CH:17][CH:18]=1)[C:15](=[O:19])[CH2:14][CH2:13][CH2:12]2)[C:2]1[CH:7]=[CH:6][CH:5]=[CH:4][CH:3]=1.[Br:20]Br. Product: [CH2:1]([O:8][C:9]1[CH:10]=[C:11]2[C:16]([CH:15]=[C:14]([Br:20])[CH2:13][CH2:12]2)=[CH:17][CH:18]=1)[C:2]1[CH:7]=[CH:6][CH:5]=[CH:4][CH:3]=1.[CH2:1]([O:8][C:9]1[CH:10]=[C:11]2[C:16](=[CH:17][CH:18]=1)[CH:15]([OH:19])[CH:14]([Br:20])[CH2:13][CH2:12]2)[C:2]1[CH:3]=[CH:4][CH:5]=[CH:6][CH:7]=1. The catalyst class is: 27. (2) Reactant: [C:1]1([C:7]2[CH:8]=[N:9][N:10]3[CH:15]=[C:14]([C:16]4[N:21]=[C:20]([C:22]([OH:24])=O)[CH:19]=[CH:18][CH:17]=4)[CH:13]=[N:12][C:11]=23)[CH:6]=[CH:5][CH:4]=[CH:3][CH:2]=1.F[P-](F)(F)(F)(F)F.N1(O[P+](N2CCCC2)(N2CCCC2)N2CCCC2)C2C=CC=CC=2N=N1.[CH3:58][N:59]([CH3:63])[CH2:60][CH2:61][NH2:62].C(N(CC)C(C)C)(C)C. Product: [CH3:58][N:59]([CH3:63])[CH2:60][CH2:61][NH:62][C:22]([C:20]1[CH:19]=[CH:18][CH:17]=[C:16]([C:14]2[CH:13]=[N:12][C:11]3[N:10]([N:9]=[CH:8][C:7]=3[C:1]3[CH:6]=[CH:5][CH:4]=[CH:3][CH:2]=3)[CH:15]=2)[N:21]=1)=[O:24]. The catalyst class is: 3. (3) Reactant: C(O[C:6]([NH:8][C@@H:9]1[CH2:14][CH2:13][CH2:12][CH2:11][C@@H:10]1[NH2:15])=O)(C)(C)C.[H-].[Al+3].[Li+].[H-].[H-].[H-].C(Cl)Cl.CO.N. Product: [CH3:6][NH:8][C@@H:9]1[CH2:14][CH2:13][CH2:12][CH2:11][C@@H:10]1[NH2:15]. The catalyst class is: 7. (4) Reactant: [OH:1][C:2]1[C:11]2[C:6](=[CH:7][CH:8]=[CH:9][CH:10]=2)[C:5]([CH:12]=[O:13])=[C:4]([CH3:14])[C:3]=1[CH3:15].[H-].[Na+].I[CH2:19][CH2:20][CH3:21]. Product: [CH3:14][C:4]1[C:3]([CH3:15])=[C:2]([O:1][CH2:19][CH2:20][CH3:21])[C:11]2[C:6](=[CH:7][CH:8]=[CH:9][CH:10]=2)[C:5]=1[CH:12]=[O:13]. The catalyst class is: 9. (5) Reactant: C(=O)([O-])[O-].[Na+].[Na+].Br[C:8]1[CH:13]=[CH:12][C:11]([C:14]([CH3:21])([O:16][Si:17]([CH3:20])([CH3:19])[CH3:18])[CH3:15])=[CH:10][CH:9]=1.[CH2:22]([C:24]([C:43]1[CH:56]=[CH:55][C:46]([O:47][CH2:48][C@@H:49]2[O:53][C:52](=[O:54])[CH2:51][CH2:50]2)=[C:45]([CH3:57])[CH:44]=1)([C:27]1[CH:32]=[CH:31][C:30](B2OC(C)(C)C(C)(C)O2)=[C:29]([CH3:42])[CH:28]=1)[CH2:25][CH3:26])[CH3:23].C(OCC)(=O)C. Product: [CH2:22]([C:24]([C:43]1[CH:56]=[CH:55][C:46]([O:47][CH2:48][C@@H:49]2[O:53][C:52](=[O:54])[CH2:51][CH2:50]2)=[C:45]([CH3:57])[CH:44]=1)([C:27]1[CH:32]=[CH:31][C:30]([C:8]2[CH:13]=[CH:12][C:11]([C:14]([CH3:21])([O:16][Si:17]([CH3:20])([CH3:19])[CH3:18])[CH3:15])=[CH:10][CH:9]=2)=[C:29]([CH3:42])[CH:28]=1)[CH2:25][CH3:26])[CH3:23]. The catalyst class is: 9. (6) The catalyst class is: 8. Reactant: [C:1]([CH2:5][OH:6])([F:4])([F:3])[F:2].[CH2:7]([O:9][C:10](Cl)=[O:11])[CH3:8]. Product: [C:1]([CH2:5][O:6][C:10]([O:9][CH2:7][CH3:8])=[O:11])([F:4])([F:3])[F:2]. (7) Reactant: [Sn](Cl)Cl.[C:4]1([S:10]([NH:13][CH:14]([C:21]2[CH:26]=[CH:25][CH:24]=[C:23]([NH:27][S:28]([C:31]3[CH:36]=[CH:35][CH:34]=[C:33]([N+:37]([O-])=O)[CH:32]=3)(=[O:30])=[O:29])[CH:22]=2)[CH2:15][C:16]([O:18][CH2:19][CH3:20])=[O:17])(=[O:12])=[O:11])[CH:9]=[CH:8][CH:7]=[CH:6][CH:5]=1.C([O-])(O)=O.[Na+]. Product: [C:4]1([S:10]([NH:13][CH:14]([C:21]2[CH:26]=[CH:25][CH:24]=[C:23]([NH:27][S:28]([C:31]3[CH:36]=[CH:35][CH:34]=[C:33]([NH2:37])[CH:32]=3)(=[O:29])=[O:30])[CH:22]=2)[CH2:15][C:16]([O:18][CH2:19][CH3:20])=[O:17])(=[O:11])=[O:12])[CH:5]=[CH:6][CH:7]=[CH:8][CH:9]=1. The catalyst class is: 8. (8) Reactant: CC([O-])(C)C.[K+].[CH3:7][O:8][C:9](=[O:21])[C:10]1[CH:15]=[C:14]([Cl:16])[CH:13]=[C:12]([C:17]#[C:18][CH3:19])[C:11]=1[NH2:20].O.CCOC(C)=O. Product: [CH3:7][O:8][C:9]([C:10]1[CH:15]=[C:14]([Cl:16])[CH:13]=[C:12]2[C:11]=1[NH:20][C:18]([CH3:19])=[CH:17]2)=[O:21]. The catalyst class is: 37. (9) Reactant: [CH2:1]([C:3]1[CH:4]=[C:5]2[C:10](=[CH:11][CH:12]=1)[NH:9][C@@H:8]([CH3:13])[CH2:7][C@H:6]2[NH:14][C:15]1[CH:20]=[CH:19][C:18]([CH2:21][CH3:22])=[CH:17][CH:16]=1)[CH3:2].[C:23](OC(=O)C)(=[O:25])[CH3:24]. Product: [C:23]([N:9]1[C:10]2[C:5](=[CH:4][C:3]([CH2:1][CH3:2])=[CH:12][CH:11]=2)[C@H:6]([NH:14][C:15]2[CH:16]=[CH:17][C:18]([CH2:21][CH3:22])=[CH:19][CH:20]=2)[CH2:7][C@@H:8]1[CH3:13])(=[O:25])[CH3:24]. The catalyst class is: 17.